This data is from Full USPTO retrosynthesis dataset with 1.9M reactions from patents (1976-2016). The task is: Predict the reactants needed to synthesize the given product. (1) Given the product [Cl:28][C:29]1[CH:36]=[CH:35][CH:34]=[C:33]([F:37])[C:30]=1[CH2:31][NH:32][CH2:1][C:3]1[CH:4]=[CH:5][C:6]([CH2:9][N:10]2[CH2:15][CH2:14][N:13]([C:16]3[C:21]([C:22]([O:24][CH:25]([CH3:27])[CH3:26])=[O:23])=[CH:20][CH:19]=[CH:18][N:17]=3)[CH2:12][CH2:11]2)=[CH:7][CH:8]=1, predict the reactants needed to synthesize it. The reactants are: [CH:1]([C:3]1[CH:8]=[CH:7][C:6]([CH2:9][N:10]2[CH2:15][CH2:14][N:13]([C:16]3[C:21]([C:22]([O:24][CH:25]([CH3:27])[CH3:26])=[O:23])=[CH:20][CH:19]=[CH:18][N:17]=3)[CH2:12][CH2:11]2)=[CH:5][CH:4]=1)=O.[Cl:28][C:29]1[CH:36]=[CH:35][CH:34]=[C:33]([F:37])[C:30]=1[CH2:31][NH2:32].C(O)(=O)C.C([BH3-])#N.[Na+]. (2) Given the product [C:25]([NH:29][S:30]([C:33]1[CH:34]=[CH:35][CH:36]=[C:37]([C:20]2[CH:19]=[C:18]([C:10]3[N:9]=[C:8]([C:5]4[CH:4]=[CH:3][C:2]([Cl:1])=[CH:7][CH:6]=4)[CH:13]=[C:12]([C:14]([F:17])([F:16])[F:15])[N:11]=3)[CH:23]=[CH:22][N:21]=2)[CH:38]=1)(=[O:32])=[O:31])([CH3:28])([CH3:26])[CH3:27], predict the reactants needed to synthesize it. The reactants are: [Cl:1][C:2]1[CH:7]=[CH:6][C:5]([C:8]2[CH:13]=[C:12]([C:14]([F:17])([F:16])[F:15])[N:11]=[C:10]([C:18]3[CH:23]=[CH:22][N:21]=[C:20](Cl)[CH:19]=3)[N:9]=2)=[CH:4][CH:3]=1.[C:25]([NH:29][S:30]([C:33]1[CH:34]=[C:35](B(O)O)[CH:36]=[CH:37][CH:38]=1)(=[O:32])=[O:31])([CH3:28])([CH3:27])[CH3:26]. (3) Given the product [OH:1][C:2]1[CH:3]=[C:4]([CH:33]=[CH:34][C:35]=1[Br:41])[CH2:5][C@H:6]([CH:30]([CH3:32])[CH3:31])[CH2:7][C@H:8]([NH:22][C:23]([O:25][C:26]([CH3:29])([CH3:28])[CH3:27])=[O:24])[C@@H:9]([OH:21])[CH2:10][NH:11][C:12](=[O:20])[C:13]([CH3:18])([CH3:19])[CH2:14][CH2:15][CH2:16][CH3:17], predict the reactants needed to synthesize it. The reactants are: [OH:1][C:2]1[CH:3]=[C:4]([CH:33]=[CH:34][CH:35]=1)[CH2:5][C@H:6]([CH:30]([CH3:32])[CH3:31])[CH2:7][C@H:8]([NH:22][C:23]([O:25][C:26]([CH3:29])([CH3:28])[CH3:27])=[O:24])[C@@H:9]([OH:21])[CH2:10][NH:11][C:12](=[O:20])[C:13]([CH3:19])([CH3:18])[CH2:14][CH2:15][CH2:16][CH3:17].C([O-])(O)=O.[Na+].[Br:41]Br. (4) Given the product [Cl:1][C:2]1[C:15]([N:16]2[C:20](=[O:21])[NH:19][C:18]([C:22]3[CH:27]=[CH:26][C:25]([C:33]#[C:32][C:31]([CH3:35])([CH3:34])[CH3:30])=[CH:24][CH:23]=3)=[N:17]2)=[CH:14][C:5]([CH2:6][NH:7][C:8](=[O:13])[C:9]([CH3:12])([CH3:11])[CH3:10])=[C:4]([F:29])[CH:3]=1, predict the reactants needed to synthesize it. The reactants are: [Cl:1][C:2]1[C:15]([N:16]2[C:20](=[O:21])[NH:19][C:18]([C:22]3[CH:27]=[CH:26][C:25](I)=[CH:24][CH:23]=3)=[N:17]2)=[CH:14][C:5]([CH2:6][NH:7][C:8](=[O:13])[C:9]([CH3:12])([CH3:11])[CH3:10])=[C:4]([F:29])[CH:3]=1.[CH3:30][C:31]([CH3:35])([CH3:34])[C:32]#[CH:33].CCCC[N+](CCCC)(CCCC)CCCC.[F-].